The task is: Predict the product of the given reaction.. This data is from Forward reaction prediction with 1.9M reactions from USPTO patents (1976-2016). (1) Given the reactants [NH2:1][C:2]1[CH:7]=[CH:6][C:5]([NH:8][C:9](=[O:11])[CH3:10])=[CH:4][C:3]=1[N:12]1[CH2:17][CH2:16][CH2:15][CH2:14][CH2:13]1.[C:18]([C:20]1[O:24][C:23]([C:25](Cl)=[O:26])=[CH:22][CH:21]=1)#[N:19].CCN(C(C)C)C(C)C, predict the reaction product. The product is: [C:9]([NH:8][C:5]1[CH:6]=[CH:7][C:2]([NH:1][C:25]([C:23]2[O:24][C:20]([C:18]#[N:19])=[CH:21][CH:22]=2)=[O:26])=[C:3]([N:12]2[CH2:17][CH2:16][CH2:15][CH2:14][CH2:13]2)[CH:4]=1)(=[O:11])[CH3:10]. (2) The product is: [CH2:29]([O:31][C:32]([C:34]1([C:37]2[CH:42]=[CH:41][C:40]([C:2]3[CH:3]=[CH:4][C:5]([C:8]4[O:12][N:11]=[C:10]([CH3:13])[C:9]=4[C@H:14]([C:16]4[N:17]=[N:18][N:19]([CH2:21][C:22]5[CH:27]=[CH:26][CH:25]=[CH:24][C:23]=5[Cl:28])[CH:20]=4)[OH:15])=[CH:6][CH:7]=3)=[CH:39][CH:38]=2)[CH2:35][CH2:36]1)=[O:33])[CH3:30]. Given the reactants Br[C:2]1[CH:7]=[CH:6][C:5]([C:8]2[O:12][N:11]=[C:10]([CH3:13])[C:9]=2[C@H:14]([C:16]2[N:17]=[N:18][N:19]([CH2:21][C:22]3[CH:27]=[CH:26][CH:25]=[CH:24][C:23]=3[Cl:28])[CH:20]=2)[OH:15])=[CH:4][CH:3]=1.[CH2:29]([O:31][C:32]([C:34]1([C:37]2[CH:42]=[CH:41][C:40](B3OC(C)(C)C(C)(C)O3)=[CH:39][CH:38]=2)[CH2:36][CH2:35]1)=[O:33])[CH3:30], predict the reaction product. (3) Given the reactants [CH3:1][C:2]1([N:15]2[CH2:20][CH2:19][C:18](=O)[CH2:17][CH2:16]2)[CH2:7][CH2:6][N:5]([C:8]([O:10][C:11]([CH3:14])([CH3:13])[CH3:12])=[O:9])[CH2:4][CH2:3]1.[C@H:22]1([NH2:29])[CH2:27][CH2:26][CH2:25][CH2:24][C@@H:23]1[NH2:28].C(O[BH-](OC(=O)C)OC(=O)C)(=O)C.[Na+].C([O-])(O)=O.[Na+], predict the reaction product. The product is: [NH2:28][C@H:23]1[CH2:24][CH2:25][CH2:26][CH2:27][C@@H:22]1[NH:29][CH:18]1[CH2:19][CH2:20][N:15]([C:2]2([CH3:1])[CH2:3][CH2:4][N:5]([C:8]([O:10][C:11]([CH3:14])([CH3:13])[CH3:12])=[O:9])[CH2:6][CH2:7]2)[CH2:16][CH2:17]1. (4) Given the reactants [OH:1][CH2:2][CH2:3][CH2:4][CH2:5][NH:6][S:7]([C:10]1[CH:15]=[CH:14][C:13](Br)=[CH:12][C:11]=1[O:17][C:18]([F:21])([F:20])[F:19])(=[O:9])=[O:8].[F:22][C:23]1[CH:28]=[C:27]([F:29])[CH:26]=[CH:25][C:24]=1B(O)O, predict the reaction product. The product is: [OH:1][CH2:2][CH2:3][CH2:4][CH2:5][NH:6][S:7]([C:10]1[CH:15]=[CH:14][C:13]([C:26]2[CH:25]=[CH:24][C:23]([F:22])=[CH:28][C:27]=2[F:29])=[CH:12][C:11]=1[O:17][C:18]([F:21])([F:20])[F:19])(=[O:9])=[O:8]. (5) Given the reactants Cl[C:2]1[N:3]=[C:4]2[CH:24]=[C:23]([Cl:25])[CH:22]=[N:21][C:5]2=[N:6][C:7]=1[N:8]1[CH2:11][CH:10]([N:12]([CH3:20])[C:13](=[O:19])[O:14][C:15]([CH3:18])([CH3:17])[CH3:16])[CH2:9]1.[CH2:26]([O:28][CH:29]([O:32][CH2:33][CH3:34])[CH2:30][NH2:31])[CH3:27], predict the reaction product. The product is: [Cl:25][C:23]1[CH:22]=[N:21][C:5]2=[N:6][C:7]([N:8]3[CH2:11][CH:10]([N:12]([CH3:20])[C:13](=[O:19])[O:14][C:15]([CH3:18])([CH3:17])[CH3:16])[CH2:9]3)=[C:2]([NH:31][CH2:30][CH:29]([O:32][CH2:33][CH3:34])[O:28][CH2:26][CH3:27])[N:3]=[C:4]2[CH:24]=1. (6) The product is: [C:23]([C:7]1[C:8]2[C:13](=[CH:12][CH:11]=[C:10]([O:16][C:17]3[CH:18]=[CH:19][CH:20]=[CH:21][CH:22]=3)[CH:9]=2)[C:14]([OH:15])=[C:5]([C:3]([NH:6][CH2:5][C@@H:14]([CH3:13])[C:25]([OH:31])=[O:26])=[O:4])[N:6]=1)#[N:24]. Given the reactants CO[C:3]([C:5]1[N:6]=[C:7]([C:23]#[N:24])[C:8]2[C:13]([C:14]=1[OH:15])=[CH:12][CH:11]=[C:10]([O:16][C:17]1[CH:22]=[CH:21][CH:20]=[CH:19][CH:18]=1)[CH:9]=2)=[O:4].[CH3:25][O-:26].[Na+].CO.Cl.[OH2:31], predict the reaction product.